This data is from Forward reaction prediction with 1.9M reactions from USPTO patents (1976-2016). The task is: Predict the product of the given reaction. (1) Given the reactants Cl[C:2]1[CH:7]=[N:6][CH:5]=[CH:4][N:3]=1.[NH2:8][C:9]1[CH:14]=[CH:13][C:12]([N:15]2[CH2:20][CH2:19][N:18]([C:21](=[O:23])[CH3:22])[CH2:17][CH2:16]2)=[CH:11][CH:10]=1.CC[N:26]([CH:30]([CH3:32])[CH3:31])C(C)C.C(O)(C(F)(F)F)=O.C[N:41]1[C:45](=[O:46])CCC1, predict the reaction product. The product is: [C:21]([N:18]1[CH2:17][CH2:16][N:15]([C:12]2[CH:11]=[CH:10][C:9]([NH:8][C:7]3[C:2]([C:45]([NH2:41])=[O:46])=[N:3][CH:4]=[C:5]([NH:26][CH:30]4[CH2:32][CH2:31]4)[N:6]=3)=[CH:14][CH:13]=2)[CH2:20][CH2:19]1)(=[O:23])[CH3:22]. (2) Given the reactants C(O)(C(F)(F)F)=O.[O:8]=[C:9]([N:19]1[CH2:24][CH2:23][N:22]2[CH:25]=[CH:26][CH:27]=[C:21]2[CH:20]1[C:28]1[CH:33]=[CH:32][CH:31]=[CH:30][CH:29]=1)[CH2:10][NH:11]C(=O)OC(C)(C)C.C(=O)([O-])[O-].[K+].[K+].ClCCCl.CCO, predict the reaction product. The product is: [NH3:11].[NH2:11][CH2:10][C:9]([N:19]1[CH2:24][CH2:23][N:22]2[CH:25]=[CH:26][CH:27]=[C:21]2[CH:20]1[C:28]1[CH:33]=[CH:32][CH:31]=[CH:30][CH:29]=1)=[O:8]. (3) Given the reactants [F:1][C:2]1([F:28])[CH2:7][CH2:6][C@@H:5]([C:8](=[O:23])[CH2:9][C:10]2[CH:22]=[CH:21][C:13]([C:14]([O:16]C(C)(C)C)=[O:15])=[CH:12][CH:11]=2)[C@H:4]([C:24]([O:26]C)=O)[CH2:3]1.[C:29](O)(C(F)(F)F)=O, predict the reaction product. The product is: [F:28][C:2]1([F:1])[CH2:7][CH2:6][C@@H:5]([C:8](=[O:23])[CH2:9][C:10]2[CH:11]=[CH:12][C:13]([C:14]([OH:16])=[O:15])=[CH:21][CH:22]=2)[C@H:4]([C:24]([CH3:29])=[O:26])[CH2:3]1. (4) Given the reactants [Br:1][C:2]1[CH:3]=[C:4]2[C:8](=[CH:9][CH:10]=1)[NH:7][N:6]=[C:5]2[C:11]1[CH:16]=[CH:15][N:14]=[CH:13][CH:12]=1.CCN(CC)CC.[CH3:24][C:25]([O:28][C:29](O[C:29]([O:28][C:25]([CH3:27])([CH3:26])[CH3:24])=[O:30])=[O:30])([CH3:27])[CH3:26], predict the reaction product. The product is: [Br:1][C:2]1[CH:3]=[C:4]2[C:8](=[CH:9][CH:10]=1)[N:7]([C:29]([O:28][C:25]([CH3:27])([CH3:26])[CH3:24])=[O:30])[N:6]=[C:5]2[C:11]1[CH:16]=[CH:15][N:14]=[CH:13][CH:12]=1. (5) The product is: [Cl:42][CH2:14][C:13]#[C:12][C:5]1[CH:6]=[CH:7][C:8]([N+:9]([O-:11])=[O:10])=[C:3]([O:2][CH3:1])[CH:4]=1. Given the reactants [CH3:1][O:2][C:3]1[CH:4]=[C:5]([C:12]#[C:13][CH2:14]O)[CH:6]=[CH:7][C:8]=1[N+:9]([O-:11])=[O:10].C1(P(C2C=CC=CC=2)C2C=CC=CC=2)C=CC=CC=1.C1C(=O)N([Cl:42])C(=O)C1, predict the reaction product. (6) Given the reactants [CH2:1]([OH:5])[CH2:2][CH2:3][CH3:4].[N:6]#[C:7][NH2:8].Cl.C([Cl:13])(=N)N, predict the reaction product. The product is: [ClH:13].[CH2:1]([O:5][C:7](=[NH:6])[NH2:8])[CH2:2][CH2:3][CH3:4]. (7) Given the reactants [CH2:1]([O:3]/[CH:4]=[CH:5]/[CH3:6])[CH3:2].N1C=CC=CC=1.[Cl:13][C:14]([Cl:19])([Cl:18])[C:15](Cl)=[O:16], predict the reaction product. The product is: [Cl:13][C:14]([Cl:19])([Cl:18])[C:15](=[O:16])/[C:5](/[CH3:6])=[CH:4]/[O:3][CH2:1][CH3:2]. (8) The product is: [CH3:1][O:2][C:3]1[CH:4]=[C:5]([CH:21]=[CH:22][CH:23]=1)[CH2:6][CH:7]1[C:16]2[C:11](=[CH:12][C:13]([O:19][CH3:20])=[C:14]([O:17][CH3:18])[CH:15]=2)[CH2:10][CH2:9][N:8]1[CH2:25][C:26]([NH:34][CH2:33][C:32]1[CH:35]=[CH:36][CH:37]=[C:30]([CH3:29])[CH:31]=1)=[O:27]. Given the reactants [CH3:1][O:2][C:3]1[CH:4]=[C:5]([CH:21]=[CH:22][CH:23]=1)[CH2:6][CH:7]1[C:16]2[C:11](=[CH:12][C:13]([O:19][CH3:20])=[C:14]([O:17][CH3:18])[CH:15]=2)[CH2:10][CH2:9][NH:8]1.Br[CH2:25][C:26](Br)=[O:27].[CH3:29][C:30]1[CH:31]=[C:32]([CH:35]=[CH:36][CH:37]=1)[CH2:33][NH2:34], predict the reaction product. (9) Given the reactants [N:1]1([C:7]2[N:12]=[C:11]([N:13]3[CH:18]4[CH2:19][CH2:20][CH:14]3[CH2:15][O:16][CH2:17]4)[N:10]=[C:9]([C:21]3[CH:27]=[CH:26][C:24]([NH2:25])=[CH:23][CH:22]=3)[N:8]=2)[CH2:6][CH2:5][O:4][CH2:3][CH2:2]1.CCN(CC)CC.ClC(Cl)(O[C:39](=[O:45])OC(Cl)(Cl)Cl)Cl.[NH2:47][C:48]1[CH:53]=[CH:52][N:51]=[CH:50][CH:49]=1, predict the reaction product. The product is: [N:1]1([C:7]2[N:12]=[C:11]([N:13]3[CH:14]4[CH2:20][CH2:19][CH:18]3[CH2:17][O:16][CH2:15]4)[N:10]=[C:9]([C:21]3[CH:27]=[CH:26][C:24]([NH:25][C:39]([NH:47][C:48]4[CH:53]=[CH:52][N:51]=[CH:50][CH:49]=4)=[O:45])=[CH:23][CH:22]=3)[N:8]=2)[CH2:2][CH2:3][O:4][CH2:5][CH2:6]1. (10) Given the reactants [N+:1]([C:4]1[CH:23]=[CH:22][C:7]2[N:8]([CH2:14][CH2:15][N:16]3[CH2:21][CH2:20][CH2:19][CH2:18][CH2:17]3)[C:9](=[O:13])[CH2:10][CH2:11][CH2:12][C:6]=2[CH:5]=1)([O-])=O, predict the reaction product. The product is: [NH2:1][C:4]1[CH:23]=[CH:22][C:7]2[N:8]([CH2:14][CH2:15][N:16]3[CH2:21][CH2:20][CH2:19][CH2:18][CH2:17]3)[C:9](=[O:13])[CH2:10][CH2:11][CH2:12][C:6]=2[CH:5]=1.